From a dataset of Full USPTO retrosynthesis dataset with 1.9M reactions from patents (1976-2016). Predict the reactants needed to synthesize the given product. (1) Given the product [CH3:36][CH:35]([CH3:37])[CH2:34][C:33]([N:19]1[CH2:18][CH2:17][N:16]([C:13]2[N:12]=[CH:11][C:10]([C:9]([NH:8][C:5]3[CH:6]=[CH:7][C:2]([Cl:1])=[C:3]([NH:23][C:24](=[O:32])[C:25]4[CH:30]=[CH:29][C:28]([F:31])=[CH:27][CH:26]=4)[CH:4]=3)=[O:22])=[CH:15][CH:14]=2)[CH2:21][CH2:20]1)=[O:38], predict the reactants needed to synthesize it. The reactants are: [Cl:1][C:2]1[CH:7]=[CH:6][C:5]([NH:8][C:9](=[O:22])[C:10]2[CH:15]=[CH:14][C:13]([N:16]3[CH2:21][CH2:20][NH:19][CH2:18][CH2:17]3)=[N:12][CH:11]=2)=[CH:4][C:3]=1[NH:23][C:24](=[O:32])[C:25]1[CH:30]=[CH:29][C:28]([F:31])=[CH:27][CH:26]=1.[C:33](Cl)(=[O:38])[CH2:34][CH:35]([CH3:37])[CH3:36]. (2) Given the product [S:12]1[CH:16]=[CH:15][C:14]([C:2]2[CH:7]=[CH:6][C:5]([CH2:8][C:9]([OH:11])=[O:10])=[CH:4][CH:3]=2)=[CH:13]1, predict the reactants needed to synthesize it. The reactants are: Br[C:2]1[CH:7]=[CH:6][C:5]([CH2:8][C:9]([OH:11])=[O:10])=[CH:4][CH:3]=1.[S:12]1[CH:16]=[CH:15][C:14](B(O)O)=[CH:13]1.C([O-])(O)=O.[Na+]. (3) Given the product [C:20]([C:19]1[CH:23]=[CH:24][C:16]([NH:15][C@H:12]2[CH2:11][CH2:10][C@H:9]([NH:8][C:6](=[O:7])[O:5][C:1]([CH3:4])([CH3:3])[CH3:2])[CH2:14][CH2:13]2)=[N:17][C:18]=1[O:25][CH3:26])(=[O:22])[NH2:29], predict the reactants needed to synthesize it. The reactants are: [C:1]([O:5][C:6]([NH:8][C@H:9]1[CH2:14][CH2:13][C@H:12]([NH:15][C:16]2[CH:24]=[CH:23][C:19]([C:20]([OH:22])=O)=[C:18]([O:25][CH3:26])[N:17]=2)[CH2:11][CH2:10]1)=[O:7])([CH3:4])([CH3:3])[CH3:2].Cl.C[N:29](C)CCCN=C=NCC.N1(O)C2C=CC=CC=2N=N1.N.Cl. (4) Given the product [CH3:20][C:14]1[C:15]([CH3:19])=[CH:16][C:17]([CH3:18])=[C:10]([CH3:9])[C:11]=1[CH2:12][O:8][C:5]1[CH:6]=[CH:7][C:2]([Br:1])=[CH:3][CH:4]=1, predict the reactants needed to synthesize it. The reactants are: [Br:1][C:2]1[CH:7]=[CH:6][C:5]([OH:8])=[CH:4][CH:3]=1.[CH3:9][C:10]1[C:17]([CH3:18])=[CH:16][C:15]([CH3:19])=[C:14]([CH3:20])[C:11]=1[CH2:12]Cl.C(=O)([O-])[O-].[K+].[K+]. (5) The reactants are: [NH2:1][C:2](=[S:10])[CH:3]([CH3:9])[C:4]([O:6][CH2:7][CH3:8])=[O:5].Cl[CH2:12][C:13](=O)[CH3:14].C([O-])(O)=O.[Na+]. Given the product [CH3:14][C:13]1[N:1]=[C:2]([CH:3]([CH3:9])[C:4]([O:6][CH2:7][CH3:8])=[O:5])[S:10][CH:12]=1, predict the reactants needed to synthesize it. (6) The reactants are: [C:1]1([CH2:7][CH2:8][CH2:9][CH2:10][CH2:11]O)[CH:6]=[CH:5][CH:4]=[CH:3][CH:2]=1.C1(P(C2C=CC=CC=2)C2C=CC=CC=2)C=CC=CC=1.N1C=CN=C1.[I:37]I. Given the product [I:37][CH2:11][CH2:10][CH2:9][CH2:8][CH2:7][C:1]1[CH:6]=[CH:5][CH:4]=[CH:3][CH:2]=1, predict the reactants needed to synthesize it. (7) Given the product [CH2:1]([C:3]1([CH2:25][CH3:26])[CH2:4][CH:5]([CH2:9][CH2:10][N:11]2[CH2:16][CH2:15][N:14]([C:17]3[CH:24]=[CH:23][CH:22]=[CH:21][C:18]=3[OH:39])[CH2:13][CH2:12]2)[O:6][C:7]1=[O:8])[CH3:2], predict the reactants needed to synthesize it. The reactants are: [CH2:1]([C:3]1([CH2:25][CH3:26])[C:7](=[O:8])[O:6][CH:5]([CH2:9][CH2:10][N:11]2[CH2:16][CH2:15][N:14]([C:17]3[CH:24]=[CH:23][CH:22]=[CH:21][C:18]=3C#N)[CH2:13][CH2:12]2)[CH2:4]1)[CH3:2].N1(C2C=CC=CC=2[OH:39])CCNCC1.N1(C2C=CC=CC=2C#N)CCNCC1. (8) Given the product [CH2:20]([O:19][C:17](=[O:18])[CH2:16][N:10]([CH2:9][CH2:8][C:5]1[CH:6]=[CH:7][C:2]([F:1])=[CH:3][C:4]=1[N+:12]([O-:14])=[O:13])[CH3:11])[CH3:21], predict the reactants needed to synthesize it. The reactants are: [F:1][C:2]1[CH:7]=[CH:6][C:5]([CH2:8][CH2:9][NH:10][CH3:11])=[C:4]([N+:12]([O-:14])=[O:13])[CH:3]=1.Br[CH2:16][C:17]([O:19][CH2:20][CH3:21])=[O:18].C(=O)([O-])[O-].[K+].[K+]. (9) Given the product [CH3:1][O:2][C:3](=[O:11])[C@@H:4]1[C@H:9]([OH:10])[CH2:8][CH2:7][CH2:6][N:5]1[C:17]([O:16][C:13]([CH3:15])([CH3:14])[CH3:12])=[O:18], predict the reactants needed to synthesize it. The reactants are: [CH3:1][O:2][C:3](=[O:11])[C@@H:4]1[C@H:9]([OH:10])[CH2:8][CH2:7][CH2:6][NH:5]1.[CH3:12][C:13]([O:16][C:17](O[C:17]([O:16][C:13]([CH3:15])([CH3:14])[CH3:12])=[O:18])=[O:18])([CH3:15])[CH3:14]. (10) Given the product [CH3:49][C:48]([NH:60][C@@H:61]1[CH2:65][C@H:64]([C:66]2[CH:71]=[CH:70][CH:69]=[C:68]([O:72][C:73]([F:74])([F:75])[F:76])[CH:67]=2)[N:63]([C:77]2[CH:78]=[CH:79][C:80]([C:83]([F:84])([F:86])[F:85])=[CH:81][CH:82]=2)[C:62]1=[O:87])([C:50]1[CH:51]=[N:52][C:53]([C:56]([F:57])([F:58])[F:59])=[CH:54][CH:55]=1)[CH3:47].[CH3:49][C:48]([NH:60][C@H:61]1[CH2:65][C@H:64]([C:66]2[CH:71]=[CH:70][CH:69]=[C:68]([O:72][C:73]([F:74])([F:75])[F:76])[CH:67]=2)[N:63]([C:77]2[CH:78]=[CH:79][C:80]([C:83]([F:84])([F:86])[F:85])=[CH:81][CH:82]=2)[C:62]1=[O:87])([C:50]1[CH:51]=[N:52][C:53]([C:56]([F:57])([F:58])[F:59])=[CH:54][CH:55]=1)[CH3:47], predict the reactants needed to synthesize it. The reactants are: C(O)(=O)C.CC(N)(C1C=NC(C(F)(F)F)=CC=1)C.FC(F)(F)OC1C=C([C@@H]2N(C3C=CC(C(F)(F)F)=CC=3)C(=O)C(=O)C2)C=CC=1.[CH3:47][C:48]([NH:60][C:61]1[C:62](=[O:87])[N:63]([C:77]2[CH:82]=[CH:81][C:80]([C:83]([F:86])([F:85])[F:84])=[CH:79][CH:78]=2)[C@@H:64]([C:66]2[CH:71]=[CH:70][CH:69]=[C:68]([O:72][C:73]([F:76])([F:75])[F:74])[CH:67]=2)[CH:65]=1)([C:50]1[CH:51]=[N:52][C:53]([C:56]([F:59])([F:58])[F:57])=[CH:54][CH:55]=1)[CH3:49].C([BH3-])#N.[Na+].